Predict the reactants needed to synthesize the given product. From a dataset of Full USPTO retrosynthesis dataset with 1.9M reactions from patents (1976-2016). (1) Given the product [NH2:1][C:2]1[C:20]([I:39])=[CH:19][C:5]([O:6][C:7]2[CH:17]=[C:16]([F:18])[CH:15]=[CH:14][C:8]=2[C:9]([O:11][CH2:12][CH3:13])=[O:10])=[C:4]([Cl:21])[CH:3]=1, predict the reactants needed to synthesize it. The reactants are: [NH2:1][C:2]1[CH:20]=[CH:19][C:5]([O:6][C:7]2[CH:17]=[C:16]([F:18])[CH:15]=[CH:14][C:8]=2[C:9]([O:11][CH2:12][CH3:13])=[O:10])=[C:4]([Cl:21])[CH:3]=1.[B-](F)(F)(F)F.C1C=CN=CC=1.C1C=CN=CC=1.[IH2+:39]. (2) Given the product [Br:1][C:2]1[N:3]=[C:4]([CH2:21][CH3:22])[C:5]([NH:10][C@@H:11]2[CH2:12][O:20][CH2:18][C@H:19]2[OH:37])=[N:6][C:7]=1[CH2:8][CH3:9], predict the reactants needed to synthesize it. The reactants are: [Br:1][C:2]1[N:3]=[C:4]([CH2:21][CH3:22])[C:5]([NH:10][C@@H:11]2[C:19]3C(=CC=C[CH:18]=3)C[C@@H:12]2[OH:20])=[N:6][C:7]=1[CH2:8][CH3:9].C(C1C(N[C@@H]2C[O:37]C[C@H]2O)=NC(CC)=CN=1)C.